This data is from Retrosynthesis with 50K atom-mapped reactions and 10 reaction types from USPTO. The task is: Predict the reactants needed to synthesize the given product. (1) Given the product COc1c(/C=C/c2ccc([N+](=O)[O-])cc2)cc(Br)cc1C1(C)CC1, predict the reactants needed to synthesize it. The reactants are: CCOP(=O)(Cc1ccc([N+](=O)[O-])cc1)OCC.COc1c(C=O)cc(Br)cc1C1(C)CC1. (2) Given the product O=C(NCc1ccc(I)cc1F)c1ccc(Br)cc1[N+](=O)[O-], predict the reactants needed to synthesize it. The reactants are: NCc1ccc(I)cc1F.O=C(O)c1ccc(Br)cc1[N+](=O)[O-]. (3) Given the product CC(C)CN(C(=O)c1nc2ccccc2n1CCC#N)[C@H]1C[C@@H](C(=O)N2CCOCC2)CN(C(=O)OC(C)(C)C)C1, predict the reactants needed to synthesize it. The reactants are: CC(C)CN(C(=O)c1nc2ccccc2n1CCC(N)=O)[C@H]1C[C@@H](C(=O)N2CCOCC2)CN(C(=O)OC(C)(C)C)C1. (4) Given the product C=CC(=O)N1CCSC1c1cc(C(C)(C)C)c(O)c(C(C)(C)C)c1, predict the reactants needed to synthesize it. The reactants are: C=CC(=O)Cl.CC(C)(C)c1cc(C2NCCS2)cc(C(C)(C)C)c1O. (5) Given the product OCc1cn(COCc2ccccc2)nc1OCc1ccccc1, predict the reactants needed to synthesize it. The reactants are: CCOC(=O)c1cn(COCc2ccccc2)nc1OCc1ccccc1. (6) Given the product COCNC(=O)c1ncn2c(=O)n(COC)nnc12, predict the reactants needed to synthesize it. The reactants are: COCCl.COCn1nnc2c(C(N)=O)ncn2c1=O.